Dataset: Catalyst prediction with 721,799 reactions and 888 catalyst types from USPTO. Task: Predict which catalyst facilitates the given reaction. Reactant: [C:1]1([C:14]([OH:16])=O)[C:13]2[NH:12][C:11]3[C:6](=[CH:7][CH:8]=[CH:9][CH:10]=3)[C:5]=2[CH:4]=[CH:3][CH:2]=1.[CH3:17][C:18]1[N:19]=[CH:20][N:21]([C:24]2[CH:25]=[C:26]([CH:28]=[CH:29][CH:30]=2)[NH2:27])[C:22]=1[CH3:23].Cl.C(N=C=NCCCN(C)C)C. Product: [CH3:17][C:18]1[N:19]=[CH:20][N:21]([C:24]2[CH:25]=[C:26]([NH:27][C:14]([C:1]3[C:13]4[NH:12][C:11]5[C:6](=[CH:7][CH:8]=[CH:9][CH:10]=5)[C:5]=4[CH:4]=[CH:3][CH:2]=3)=[O:16])[CH:28]=[CH:29][CH:30]=2)[C:22]=1[CH3:23]. The catalyst class is: 112.